This data is from Peptide-MHC class I binding affinity with 185,985 pairs from IEDB/IMGT. The task is: Regression. Given a peptide amino acid sequence and an MHC pseudo amino acid sequence, predict their binding affinity value. This is MHC class I binding data. (1) The peptide sequence is ERLTARGLL. The MHC is Mamu-B08 with pseudo-sequence Mamu-B08. The binding affinity (normalized) is 0.524. (2) The peptide sequence is RVRRLNWAA. The MHC is HLA-A03:01 with pseudo-sequence HLA-A03:01. The binding affinity (normalized) is 0.0847. (3) The peptide sequence is IHIPGDTLF. The MHC is HLA-B46:01 with pseudo-sequence HLA-B46:01. The binding affinity (normalized) is 0.0847. (4) The peptide sequence is VPRLGDKTF. The MHC is HLA-B07:02 with pseudo-sequence HLA-B07:02. The binding affinity (normalized) is 0.757. (5) The peptide sequence is IPEQSRCQAI. The MHC is HLA-B53:01 with pseudo-sequence HLA-B53:01. The binding affinity (normalized) is 0.422.